This data is from Forward reaction prediction with 1.9M reactions from USPTO patents (1976-2016). The task is: Predict the product of the given reaction. (1) Given the reactants [F:1][C:2]([F:29])([F:28])[C:3]1[CH:8]=[CH:7][C:6]([C:9]2[CH:14]=[CH:13][CH:12]=[CH:11][C:10]=2[C:15]([NH:17][C:18]2[CH:27]=[CH:26][C:21]([C:22]([O:24]C)=[O:23])=[CH:20][CH:19]=2)=[O:16])=[CH:5][CH:4]=1.[OH-].[Na+], predict the reaction product. The product is: [F:1][C:2]([F:28])([F:29])[C:3]1[CH:4]=[CH:5][C:6]([C:9]2[CH:14]=[CH:13][CH:12]=[CH:11][C:10]=2[C:15]([NH:17][C:18]2[CH:27]=[CH:26][C:21]([C:22]([OH:24])=[O:23])=[CH:20][CH:19]=2)=[O:16])=[CH:7][CH:8]=1. (2) The product is: [Cl:1][C:2]1[CH:3]=[CH:4][C:5]([O:21][C:22]2[CH:23]=[CH:24][C:25]([F:28])=[CH:26][CH:27]=2)=[C:6]([CH:20]=1)[C:7]([NH:9][C@H:10]([C:11]1[CH:19]=[CH:18][C:14]([C:15]([OH:17])=[O:16])=[CH:13][CH:12]=1)[CH3:31])=[O:8]. Given the reactants [Cl:1][C:2]1[CH:3]=[CH:4][C:5]([O:21][C:22]2[CH:27]=[CH:26][C:25]([F:28])=[CH:24][CH:23]=2)=[C:6]([CH:20]=1)[C:7]([NH:9][CH2:10][C:11]1[CH:19]=[CH:18][C:14]([C:15]([OH:17])=[O:16])=[CH:13][CH:12]=1)=[O:8].Cl.N[C@H:31](C1C=CC(C(OC)=O)=CC=1)C, predict the reaction product.